From a dataset of Full USPTO retrosynthesis dataset with 1.9M reactions from patents (1976-2016). Predict the reactants needed to synthesize the given product. (1) Given the product [F:10][C:7]([F:8])([F:9])[C:6]([N:23]1[CH2:24][CH2:25][CH:20]([C:14]2[CH:19]=[CH:18][CH:17]=[CH:16][CH:15]=2)[CH2:21][CH2:22]1)=[O:11], predict the reactants needed to synthesize it. The reactants are: [F:8][C:7]([F:10])([F:9])[C:6](O[C:6](=[O:11])[C:7]([F:10])([F:9])[F:8])=[O:11].[C:14]1([CH:20]2[CH2:25][CH2:24][NH:23][CH2:22][CH2:21]2)[CH:19]=[CH:18][CH:17]=[CH:16][CH:15]=1.C(N(CC)CC)C. (2) Given the product [CH3:3][S:5][C:6]1[CH:7]=[C:8]2[C:13](=[CH:14][CH:15]=1)[CH:12]=[C:11]([C:16]([OH:18])=[O:17])[CH:10]=[CH:9]2, predict the reactants needed to synthesize it. The reactants are: CN(C)[C:3]([S:5][C:6]1[CH:7]=[C:8]2[C:13](=[CH:14][CH:15]=1)[CH:12]=[C:11]([C:16]([O:18]C)=[O:17])[CH:10]=[CH:9]2)=O.[OH-].[K+].COS(OC)(=O)=O. (3) Given the product [Cl-:31].[CH3:22][C:20]1[CH:21]=[C:16]([CH:17]=[C:18]([CH3:23])[CH:19]=1)[NH:15][C:12]1[C:11]([NH2+:24][C:25]2[CH:26]=[CH:27][CH:28]=[CH:29][CH:30]=2)=[N:10][C:9]([C:3]2[C:2]([CH3:1])=[CH:7][CH:6]=[CH:5][C:4]=2[CH3:8])=[CH:14][N:13]=1, predict the reactants needed to synthesize it. The reactants are: [CH3:1][C:2]1[CH:7]=[CH:6][CH:5]=[C:4]([CH3:8])[C:3]=1[C:9]1[N:10]=[C:11]([NH:24][C:25]2[CH:30]=[CH:29][CH:28]=[CH:27][CH:26]=2)[C:12]([NH:15][C:16]2[CH:21]=[C:20]([CH3:22])[CH:19]=[C:18]([CH3:23])[CH:17]=2)=[N:13][CH:14]=1.[ClH:31]. (4) Given the product [Br:12][C:13]1[CH:18]=[CH:17][C:16]([O:19][CH2:30][CH2:31][Cl:32])=[CH:15][CH:14]=1, predict the reactants needed to synthesize it. The reactants are: C(=O)([O-])[O-].[K+].[K+].CN(C)C=O.[Br:12][C:13]1[CH:18]=[CH:17][C:16]([OH:19])=[CH:15][CH:14]=1.C1(C)C=CC(S(O[CH2:30][CH2:31][Cl:32])(=O)=O)=CC=1. (5) Given the product [F:49][C:30]1[CH:31]=[C:32]([NH:35][C:36](=[O:48])[CH2:37][C:38]([NH:40][C:41]2[CH:46]=[CH:45][CH:44]=[CH:43][C:42]=2[F:47])=[O:39])[CH:33]=[CH:34][C:29]=1[O:28][C:25]1[CH:24]=[CH:23][N:22]=[C:21]2[CH:20]=[C:19]([C:16]3[N:17]([CH3:18])[C:13]([CH2:12][NH:7][CH2:8][CH2:9][O:10][CH3:11])=[CH:14][N:15]=3)[S:27][C:26]=12, predict the reactants needed to synthesize it. The reactants are: C(OC(=O)[N:7]([CH2:12][C:13]1[N:17]([CH3:18])[C:16]([C:19]2[S:27][C:26]3[C:21](=[N:22][CH:23]=[CH:24][C:25]=3[O:28][C:29]3[CH:34]=[CH:33][C:32]([NH:35][C:36](=[O:48])[CH2:37][C:38]([NH:40][C:41]4[CH:46]=[CH:45][CH:44]=[CH:43][C:42]=4[F:47])=[O:39])=[CH:31][C:30]=3[F:49])[CH:20]=2)=[N:15][CH:14]=1)[CH2:8][CH2:9][O:10][CH3:11])(C)(C)C.C(O)(C(F)(F)F)=O. (6) The reactants are: [Br:1][C:2]1[S:6][C:5]([CH2:7][NH2:8])=[CH:4][CH:3]=1.[F:9][C:10]([F:22])([F:21])[C:11]1[CH:16]=[CH:15][CH:14]=[CH:13][C:12]=1[S:17](Cl)(=[O:19])=[O:18].C(N(C(C)C)C(C)C)C. Given the product [Br:1][C:2]1[S:6][C:5]([CH2:7][NH:8][S:17]([C:12]2[CH:13]=[CH:14][CH:15]=[CH:16][C:11]=2[C:10]([F:9])([F:21])[F:22])(=[O:19])=[O:18])=[CH:4][CH:3]=1, predict the reactants needed to synthesize it. (7) The reactants are: [NH2:1][C:2]1[CH:7]=[CH:6][C:5]([S:8][C:9]2[C:10](=[O:32])[NH:11][C:12]3[C:17]([C:18]=2[C:19]2[CH:24]=[C:23]([Cl:25])[CH:22]=[CH:21][C:20]=2[O:26]C)=[CH:16][C:15]([C:28]([F:31])([F:30])[F:29])=[CH:14][CH:13]=3)=[CH:4][CH:3]=1.N[C:34]1C=CC(SC2C(=O)NC3C(C=2C2C=C(Cl)C=CC=2O)=CC(C(F)(F)F)=CC=3)=C[CH:35]=1.[S:64](Cl)(Cl)(=[O:66])=[O:65]. Given the product [Cl:25][C:23]1[CH:22]=[CH:21][C:20]([OH:26])=[C:19]([C:18]2[C:17]3[C:12](=[CH:13][CH:14]=[C:15]([C:28]([F:30])([F:31])[F:29])[CH:16]=3)[NH:11][C:10](=[O:32])[C:9]=2[S:8][C:5]2[CH:4]=[CH:3][C:2]([NH:1][S:64]([CH2:34][CH3:35])(=[O:66])=[O:65])=[CH:7][CH:6]=2)[CH:24]=1, predict the reactants needed to synthesize it. (8) The reactants are: [Cl:1][C:2]1[CH:7]=[C:6]([Cl:8])[CH:5]=[CH:4][N:3]=1.C(NC(C)C)(C)C.C([Li])CCC.[I:21]I. Given the product [Cl:1][C:2]1[C:7]([I:21])=[C:6]([Cl:8])[CH:5]=[CH:4][N:3]=1, predict the reactants needed to synthesize it. (9) Given the product [C:1]([C:3]1[C:4]([I:17])=[C:5]([C:12]([O:14][CH2:15][CH3:16])=[O:13])[S:6][C:7]=1[NH:23][CH2:22][C:21]1[CH:24]=[CH:25][C:26]([O:28][CH3:29])=[CH:27][C:20]=1[O:19][CH3:18])#[N:2], predict the reactants needed to synthesize it. The reactants are: [C:1]([C:3]1[C:4]([I:17])=[C:5]([C:12]([O:14][CH2:15][CH3:16])=[O:13])[S:6][C:7]=1S(C)(=O)=O)#[N:2].[CH3:18][O:19][C:20]1[CH:27]=[C:26]([O:28][CH3:29])[CH:25]=[CH:24][C:21]=1[CH2:22][NH2:23].